From a dataset of Forward reaction prediction with 1.9M reactions from USPTO patents (1976-2016). Predict the product of the given reaction. (1) Given the reactants [CH2:1]([O:8][C:9]1[CH:14]=[CH:13][C:12]([CH2:15][O:16][CH2:17][C:18]([CH3:20])=[CH2:19])=[CH:11][CH:10]=1)[C:2]1[CH:7]=[CH:6][CH:5]=[CH:4][CH:3]=1.ClC1C=CC=C(C(OO)=[O:29])C=1, predict the reaction product. The product is: [CH2:1]([O:8][C:9]1[CH:10]=[CH:11][C:12]([CH2:15][O:16][CH2:17][C:18]2([CH3:20])[CH2:19][O:29]2)=[CH:13][CH:14]=1)[C:2]1[CH:3]=[CH:4][CH:5]=[CH:6][CH:7]=1. (2) Given the reactants [CH:1]1([CH:6]([CH3:12])[CH2:7][CH2:8][C:9](O)=[O:10])[CH2:5][CH2:4][CH2:3][CH2:2]1.[H-].[Al+3].[Li+].[H-].[H-].[H-], predict the reaction product. The product is: [CH:1]1([CH:6]([CH3:12])[CH2:7][CH2:8][CH2:9][OH:10])[CH2:5][CH2:4][CH2:3][CH2:2]1. (3) The product is: [CH3:46][C@H:45]([NH:47][CH2:22][C:24]1[CH:25]=[C:26]([C:2]2[CH:3]=[C:4]3[C:8](=[C:9]([C:11]([NH2:13])=[O:12])[CH:10]=2)[NH:7][CH:6]=[C:5]3[CH:14]2[CH2:19][CH2:18][S:17](=[O:21])(=[O:20])[CH2:16][CH2:15]2)[CH:27]=[CH:28][CH:29]=1)[CH:44]([CH3:48])[CH3:43]. Given the reactants Br[C:2]1[CH:3]=[C:4]2[C:8](=[C:9]([C:11]([NH2:13])=[O:12])[CH:10]=1)[NH:7][CH:6]=[C:5]2[CH:14]1[CH2:19][CH2:18][S:17](=[O:21])(=[O:20])[CH2:16][CH2:15]1.[CH:22]([C:24]1[CH:25]=[C:26](B(O)O)[CH:27]=[CH:28][CH:29]=1)=O.C([O-])([O-])=O.[K+].[K+].[BH3-]C#N.[Na+].[CH3:43][CH:44]([CH3:48])[C@@H:45]([NH2:47])[CH3:46], predict the reaction product.